This data is from Reaction yield outcomes from USPTO patents with 853,638 reactions. The task is: Predict the reaction yield, written as a fraction of the theoretical maximum amount of product (1.0 means a 100% yield; for example, 0.34 means a 34% yield). (1) The reactants are [CH2:1]([N:8]([CH2:15][C:16]1[C:21](Cl)=[N:20][C:19]([N:23]([CH:25]2[CH2:28][CH2:27][CH2:26]2)[CH3:24])=[CH:18][N:17]=1)[CH2:9][C@@H:10]([OH:14])[CH2:11][O:12][CH3:13])[C:2]1[CH:7]=[CH:6][CH:5]=[CH:4][CH:3]=1.CC(C)([O-])C.[K+].O. The catalyst is CN(C=O)C. The product is [CH2:1]([N:8]1[CH2:15][C:16]2[N:17]=[CH:18][C:19]([N:23]([CH:25]3[CH2:28][CH2:27][CH2:26]3)[CH3:24])=[N:20][C:21]=2[O:14][C@@H:10]([CH2:11][O:12][CH3:13])[CH2:9]1)[C:2]1[CH:7]=[CH:6][CH:5]=[CH:4][CH:3]=1. The yield is 0.870. (2) The reactants are [CH3:1][O:2][C:3](=[O:23])[C:4]1[CH:9]=[CH:8][CH:7]=[C:6]([NH:10][CH2:11][CH2:12][NH:13][C:14]2[CH:19]=[CH:18][CH:17]=[C:16]([CH:20]([CH3:22])[CH3:21])[CH:15]=2)[CH:5]=1.[C:24](N1C=CN=C1)(N1C=CN=C1)=[O:25]. The catalyst is ClCCCl. The product is [CH:20]([C:16]1[CH:15]=[C:14]([N:13]2[CH2:12][CH2:11][N:10]([C:6]3[CH:5]=[C:4]([CH:9]=[CH:8][CH:7]=3)[C:3]([O:2][CH3:1])=[O:23])[C:24]2=[O:25])[CH:19]=[CH:18][CH:17]=1)([CH3:21])[CH3:22]. The yield is 0.857. (3) The reactants are [NH2:1][C:2]1[C:16]([F:17])=[CH:15][C:5]([O:6][C:7]([CH3:14])([CH3:13])[C:8](OCC)=[O:9])=[C:4]([N:18]2[C:22](=[O:23])[N:21]([CH3:24])[N:20]=[N:19]2)[CH:3]=1.[BH4-].[Li+].CO.[OH-].[Na+]. The catalyst is CCOCC. The product is [NH2:1][C:2]1[C:16]([F:17])=[CH:15][C:5]([O:6][C:7]([CH3:13])([CH3:14])[CH2:8][OH:9])=[C:4]([N:18]2[C:22](=[O:23])[N:21]([CH3:24])[N:20]=[N:19]2)[CH:3]=1. The yield is 0.940. (4) The catalyst is [Pd]. The yield is 1.00. The product is [CH2:1]([O:3][C:4]([N:6]1[C:12]2[CH:13]=[CH:14][C:15]([NH2:17])=[CH:16][C:11]=2[O:10][CH2:9][CH2:8][CH2:7]1)=[O:5])[CH3:2]. The reactants are [CH2:1]([O:3][C:4]([N:6]1[C:12]2[CH:13]=[CH:14][C:15]([N+:17]([O-])=O)=[CH:16][C:11]=2[O:10][CH2:9][CH2:8][CH2:7]1)=[O:5])[CH3:2].CO. (5) The reactants are [Cl:1][C:2]1[CH:3]=[C:4]([CH2:13][C@@H:14]([CH2:19][C:20]([O:22][CH3:23])=[O:21])[C:15]([O:17]C)=O)[C:5]([CH2:11]Cl)=[C:6]2[C:10]=1[NH:9][N:8]=[CH:7]2.Cl.Cl.[NH:26]1[CH:30]=[CH:29][N:28]=[C:27]1[CH2:31][NH2:32].C(N(CC)CC)C.C(O)(=O)C. The catalyst is C(#N)C.ClCCl. The product is [NH:26]1[CH:30]=[CH:29][N:28]=[C:27]1[CH2:31][N:32]1[C:15](=[O:17])[C@H:14]([CH2:19][C:20]([O:22][CH3:23])=[O:21])[CH2:13][C:4]2[CH:3]=[C:2]([Cl:1])[C:10]3[NH:9][N:8]=[CH:7][C:6]=3[C:5]=2[CH2:11]1. The yield is 0.240. (6) The reactants are Br[C:2]1[CH:3]=[CH:4][C:5]([O:23][CH3:24])=[C:6](/[CH:8]=[CH:9]/[C:10]2[NH:11][CH:12]=[C:13]([C:15]3[CH:20]=[CH:19][C:18]([Cl:21])=[CH:17][C:16]=3[Cl:22])[N:14]=2)[CH:7]=1.C[O:26][C:27]([CH2:29][O:30][C:31]1[CH:32]=[C:33]([C:37]#[CH:38])[CH:34]=[CH:35][CH:36]=1)=[O:28]. No catalyst specified. The product is [Cl:22][C:16]1[CH:17]=[C:18]([Cl:21])[CH:19]=[CH:20][C:15]=1[C:13]1[N:14]=[C:10](/[CH:9]=[CH:8]/[C:6]2[CH:7]=[C:2]([C:38]#[C:37][C:33]3[CH:32]=[C:31]([CH:36]=[CH:35][CH:34]=3)[O:30][CH2:29][C:27]([OH:28])=[O:26])[CH:3]=[CH:4][C:5]=2[O:23][CH3:24])[NH:11][CH:12]=1. The yield is 0.290. (7) The reactants are ClC(OC(Cl)C)=O.[CH3:8][CH2:9][O:10][C:11]([C:13]1[N:14]([C:41]([O:43][C:44]([CH3:47])([CH3:46])[CH3:45])=[O:42])[C:15]2[C:20]([CH:21]=1)=[CH:19][C:18]([C:22]1([CH2:34][C:35]3[CH:40]=[CH:39][CH:38]=[CH:37][CH:36]=3)[CH2:26][CH2:25][N:24](CC3C=CC=CC=3)[CH2:23]1)=[CH:17][CH:16]=2)=[O:12].C(N(CC)CC)C. The catalyst is ClCCCl. The product is [CH3:8][CH2:9][O:10][C:11]([C:13]1[N:14]([C:41]([O:43][C:44]([CH3:45])([CH3:47])[CH3:46])=[O:42])[C:15]2[C:20]([CH:21]=1)=[CH:19][C:18]([C:22]1([CH2:34][C:35]3[CH:40]=[CH:39][CH:38]=[CH:37][CH:36]=3)[CH2:26][CH2:25][NH:24][CH2:23]1)=[CH:17][CH:16]=2)=[O:12]. The yield is 0.820.